From a dataset of M1 muscarinic receptor antagonist screen with 61,756 compounds. Binary Classification. Given a drug SMILES string, predict its activity (active/inactive) in a high-throughput screening assay against a specified biological target. (1) The molecule is O(C(=O)C1NC(c2[nH]c3c(c2C1)cccc3)C)CC. The result is 0 (inactive). (2) The drug is S(Cc1nc2sc(nn2c(=O)c1)C)c1[nH]c2c(n1)cccc2. The result is 0 (inactive). (3) The result is 0 (inactive). The drug is Clc1ccc(C(=O)Nc2ccc(S(=O)(=O)N3CCOCC3)cc2)cc1. (4) The molecule is Clc1c(C2C(C(=O)NC(SCC(OCC)=O)=C2C#N)C(OC)=O)cccc1. The result is 0 (inactive). (5) The molecule is Brc1cc2c(NC(=O)C(N3CCN(C4CCCCC4)CC3)C)c([nH]c2cc1)C(OC)=O. The result is 0 (inactive).